From a dataset of Full USPTO retrosynthesis dataset with 1.9M reactions from patents (1976-2016). Predict the reactants needed to synthesize the given product. (1) Given the product [CH3:11][N:8]1[C:9]2[C:5](=[CH:4][CH:3]=[C:2]([N:20]3[CH:21]=[C:17]([C:16]([F:23])([F:22])[F:15])[N:18]=[CH:19]3)[CH:10]=2)[C:6]([CH3:14])([CH3:13])[C:7]1=[O:12], predict the reactants needed to synthesize it. The reactants are: Br[C:2]1[CH:10]=[C:9]2[C:5]([C:6]([CH3:14])([CH3:13])[C:7](=[O:12])[N:8]2[CH3:11])=[CH:4][CH:3]=1.[F:15][C:16]([F:23])([F:22])[C:17]1[N:18]=[CH:19][NH:20][CH:21]=1.C(=O)([O-])[O-].[K+].[K+].CNCCNC. (2) Given the product [Br:13][C:12]1[C:6]2[CH2:5][N:4]([C:1](=[O:3])[CH3:2])[CH2:9][CH2:8][C:7]=2[N:10]([CH:14]([CH3:20])[CH2:15][OH:16])[N:11]=1, predict the reactants needed to synthesize it. The reactants are: [C:1]([N:4]1[CH2:9][CH2:8][C:7]2[N:10]([CH:14]([CH3:20])[C:15](OCC)=[O:16])[N:11]=[C:12]([Br:13])[C:6]=2[CH2:5]1)(=[O:3])[CH3:2].[BH4-].[Na+]. (3) The reactants are: [F:1][C:2]([F:17])([F:16])[C@@:3]1([NH:8]C(=O)OC(C)(C)C)[CH2:7][CH2:6][NH:5][CH2:4]1.CCN(C(C)C)C(C)C.Cl[C:28]1[C:47]([C:48]2[N:52](C3CCCCO3)[N:51]=[CH:50][CH:49]=2)=[CH:46][C:31]([C:32]([NH:34][C:35]2[CH:40]=[CH:39][C:38]([O:41][C:42]([F:45])([F:44])[F:43])=[CH:37][CH:36]=2)=[O:33])=[CH:30][N:29]=1.C(O)(=O)CC(CC(O)=O)(C(O)=O)O.C(O)(C(F)(F)F)=O. Given the product [NH2:8][C@:3]1([C:2]([F:1])([F:16])[F:17])[CH2:7][CH2:6][N:5]([C:28]2[C:47]([C:48]3[NH:52][N:51]=[CH:50][CH:49]=3)=[CH:46][C:31]([C:32]([NH:34][C:35]3[CH:36]=[CH:37][C:38]([O:41][C:42]([F:44])([F:43])[F:45])=[CH:39][CH:40]=3)=[O:33])=[CH:30][N:29]=2)[CH2:4]1, predict the reactants needed to synthesize it.